This data is from Forward reaction prediction with 1.9M reactions from USPTO patents (1976-2016). The task is: Predict the product of the given reaction. (1) Given the reactants COC(C1C=C(O)C2C(=C(N)C=CC=2)N=1)=O.C[O:18][C:19]([C:21]1[CH:30]=[C:29]([OH:31])[C:28]2[C:23](=[C:24]([NH2:33])[CH:25]=[CH:26][C:27]=2[CH3:32])[N:22]=1)=[O:20], predict the reaction product. The product is: [OH:31][C:29]1[C:28]2[C:23](=[C:24]([NH2:33])[CH:25]=[CH:26][C:27]=2[CH3:32])[N:22]=[C:21]([C:19]([OH:20])=[O:18])[CH:30]=1. (2) Given the reactants [Cl:1][C:2]1[C:3](Cl)=[C:4]2[N:10]=[C:9]([C:11]3[CH:16]=[CH:15][C:14]([O:17][CH2:18][CH2:19][N:20]4[CH2:25][CH2:24][O:23][CH2:22][CH2:21]4)=[CH:13][CH:12]=3)[NH:8][C:5]2=[N:6][CH:7]=1.[NH:27]1[C:35]2[C:30](=[CH:31][CH:32]=[CH:33][CH:34]=2)[CH2:29][CH2:28]1.O.C(O)(=O)C, predict the reaction product. The product is: [Cl:1][C:2]1[C:3]([N:27]2[C:35]3[C:30](=[CH:31][CH:32]=[CH:33][CH:34]=3)[CH2:29][CH2:28]2)=[C:4]2[NH:10][C:9]([C:11]3[CH:16]=[CH:15][C:14]([O:17][CH2:18][CH2:19][N:20]4[CH2:25][CH2:24][O:23][CH2:22][CH2:21]4)=[CH:13][CH:12]=3)=[N:8][C:5]2=[N:6][CH:7]=1. (3) Given the reactants [CH:1]1([CH:7]=[CH:8][C:9]2[NH:13][C:12]3[CH:14]=[CH:15][C:16]([C:18]4[CH:23]=[CH:22][CH:21]=[CH:20][C:19]=4[C:24]([F:27])([F:26])[F:25])=[CH:17][C:11]=3[N:10]=2)[CH2:6][CH2:5][CH2:4][CH2:3][CH2:2]1.[ClH:28], predict the reaction product. The product is: [ClH:28].[CH:1]1([CH:7]=[CH:8][C:9]2[NH:13][C:12]3[CH:14]=[CH:15][C:16]([C:18]4[CH:23]=[CH:22][CH:21]=[CH:20][C:19]=4[C:24]([F:26])([F:27])[F:25])=[CH:17][C:11]=3[N:10]=2)[CH2:6][CH2:5][CH2:4][CH2:3][CH2:2]1. (4) Given the reactants Cl.[Cl:2][C:3]1[NH:7][C:6]([C:8]2[CH:13]=[CH:12][C:11]([NH:14][C:15](=[O:53])[C@@H:16]([NH:35][C:36]([C@H:38]3[CH2:43][CH2:42][C@H:41]([CH2:44][NH:45]C(=O)OC(C)(C)C)[CH2:40][CH2:39]3)=[O:37])[CH2:17][C:18]3[CH:23]=[CH:22][C:21]([C:24]4[CH:29]=[CH:28][C:27]([S:30](=[O:33])(=[O:32])[NH2:31])=[CH:26][C:25]=4[CH3:34])=[CH:20][CH:19]=3)=[CH:10][CH:9]=2)=[N:5][N:4]=1.C(#N)C, predict the reaction product. The product is: [ClH:2].[NH2:45][CH2:44][C@H:41]1[CH2:40][CH2:39][C@H:38]([C:36]([NH:35][C@@H:16]([CH2:17][C:18]2[CH:19]=[CH:20][C:21]([C:24]3[CH:29]=[CH:28][C:27]([S:30](=[O:32])(=[O:33])[NH2:31])=[CH:26][C:25]=3[CH3:34])=[CH:22][CH:23]=2)[C:15]([NH:14][C:11]2[CH:10]=[CH:9][C:8]([C:6]3[NH:7][C:3]([Cl:2])=[N:4][N:5]=3)=[CH:13][CH:12]=2)=[O:53])=[O:37])[CH2:43][CH2:42]1. (5) Given the reactants [NH2:1][C:2]1[C:6]([C:7]([C:9]2[CH:13]=[CH:12][O:11][CH:10]=2)=[O:8])=[CH:5][NH:4][N:3]=1.CN(C)[CH:16]=[CH:17][C:18]([C:20]1[CH:25]=[CH:24][CH:23]=[C:22]([N+:26]([O-:28])=[O:27])[CH:21]=1)=O, predict the reaction product. The product is: [N+:26]([C:22]1[CH:21]=[C:20]([C:18]2[N:3]3[N:4]=[CH:5][C:6]([C:7]([C:9]4[CH:13]=[CH:12][O:11][CH:10]=4)=[O:8])=[C:2]3[N:1]=[CH:16][CH:17]=2)[CH:25]=[CH:24][CH:23]=1)([O-:28])=[O:27]. (6) Given the reactants [H-].[H-].[H-].[H-].[Li+].[Al+3].[CH3:7][N:8]([CH3:22])[C:9](=O)[CH2:10][CH:11]1[CH2:19][C:18]2[C:13](=[CH:14][CH:15]=[CH:16][CH:17]=2)[C:12]1=[O:20], predict the reaction product. The product is: [CH3:22][N:8]([CH3:7])[CH2:9][CH2:10][CH:11]1[CH2:19][C:18]2[C:13](=[CH:14][CH:15]=[CH:16][CH:17]=2)[CH:12]1[OH:20]. (7) Given the reactants [Cl:1][C:2]1[CH:7]=[CH:6][C:5]([C:8]2[CH:13]=[C:12]([C:14]([F:17])([F:16])[F:15])[N:11]=[C:10]([C:18]3[CH:23]=[CH:22][N:21]=[C:20](Cl)[CH:19]=3)[N:9]=2)=[CH:4][CH:3]=1.[C:25]([NH:29][S:30]([C:33]1[S:34][C:35](B2OC(C)(C)C(C)(C)O2)=[CH:36][CH:37]=1)(=[O:32])=[O:31])([CH3:28])([CH3:27])[CH3:26], predict the reaction product. The product is: [C:25]([NH:29][S:30]([C:33]1[S:34][C:35]([C:20]2[CH:19]=[C:18]([C:10]3[N:9]=[C:8]([C:5]4[CH:4]=[CH:3][C:2]([Cl:1])=[CH:7][CH:6]=4)[CH:13]=[C:12]([C:14]([F:16])([F:15])[F:17])[N:11]=3)[CH:23]=[CH:22][N:21]=2)=[CH:36][CH:37]=1)(=[O:31])=[O:32])([CH3:28])([CH3:26])[CH3:27]. (8) Given the reactants [CH3:1][C:2]1[N:3]=[C:4]([C:19]2[N:23]([CH:24]3[CH2:29][CH2:28][CH2:27][CH2:26][O:25]3)[N:22]=[CH:21][CH:20]=2)[C:5]2[CH2:11][CH2:10][N:9]([C:12]([O:14]C(C)(C)C)=O)[CH2:8][C:6]=2[N:7]=1.C(O)(C(F)(F)F)=O.CCN(C(C)C)C(C)C.[Cl:46][C:47]1[C:55]([C:56]([F:59])([F:58])[F:57])=[CH:54][CH:53]=[CH:52][C:48]=1C(O)=O.CN(C(ON1N=NC2C=CC=NC1=2)=[N+](C)C)C.F[P-](F)(F)(F)(F)F, predict the reaction product. The product is: [Cl:46][C:47]1[C:55]([C:56]([F:57])([F:58])[F:59])=[CH:54][CH:53]=[CH:52][C:48]=1[C:12]([N:9]1[CH2:10][CH2:11][C:5]2[C:4]([C:19]3[N:23]([CH:24]4[CH2:29][CH2:28][CH2:27][CH2:26][O:25]4)[N:22]=[CH:21][CH:20]=3)=[N:3][C:2]([CH3:1])=[N:7][C:6]=2[CH2:8]1)=[O:14]. (9) Given the reactants Cl[C:2]1[C:11]2[C:6](=[CH:7][C:8]([O:12][CH3:13])=[CH:9][CH:10]=2)[C:5]([C:14]2[CH:19]=[CH:18][CH:17]=[C:16]([F:20])[CH:15]=2)=[C:4]([C:21]#[N:22])[N:3]=1.[NH2:23][CH2:24][CH2:25][CH:26]=[CH2:27], predict the reaction product. The product is: [CH2:24]([NH:23][C:2]1[C:11]2[C:6](=[CH:7][C:8]([O:12][CH3:13])=[CH:9][CH:10]=2)[C:5]([C:14]2[CH:19]=[CH:18][CH:17]=[C:16]([F:20])[CH:15]=2)=[C:4]([C:21]#[N:22])[N:3]=1)[CH2:25][CH:26]=[CH2:27]. (10) Given the reactants [C:1]([C:3]([C:6]1[CH:7]=[C:8]([C:12]([NH:14][C:15]2[CH:16]=[C:17]([NH:21][C:22]3[N:27]=[C:26]([S:28][C:29]#[N:30])[C:25]([N+:31]([O-])=O)=[CH:24][N:23]=3)[CH:18]=[CH:19][CH:20]=2)=[O:13])[CH:9]=[CH:10][CH:11]=1)([CH3:5])[CH3:4])#[N:2].CN1CCCC1=O.Cl.[OH-].[Na+], predict the reaction product. The product is: [NH2:30][C:29]1[S:28][C:26]2[N:27]=[C:22]([NH:21][C:17]3[CH:16]=[C:15]([NH:14][C:12](=[O:13])[C:8]4[CH:9]=[CH:10][CH:11]=[C:6]([C:3]([C:1]#[N:2])([CH3:5])[CH3:4])[CH:7]=4)[CH:20]=[CH:19][CH:18]=3)[N:23]=[CH:24][C:25]=2[N:31]=1.